This data is from Reaction yield outcomes from USPTO patents with 853,638 reactions. The task is: Predict the reaction yield, written as a fraction of the theoretical maximum amount of product (1.0 means a 100% yield; for example, 0.34 means a 34% yield). (1) The reactants are Cl[C:2]([O:4]CC)=[O:3].[CH3:7][O:8][C:9]1[CH:10]=[CH:11][C:12]2[CH:13]([CH2:21][CH3:22])[CH:14]3[CH2:18][NH:17][CH2:16][CH:15]3[C:19]=2[CH:20]=1. The catalyst is C(Cl)Cl. The product is [CH2:16]([NH:17][C:2](=[O:3])[O-:4])[CH3:15].[CH3:7][O:8][C:9]1[CH:10]=[CH:11][C:12]2[CH:13]([CH2:21][CH3:22])[CH:14]3[CH2:18][NH:17][CH2:16][CH:15]3[C:19]=2[CH:20]=1. The yield is 0.130. (2) The reactants are Cl[C:2]1[C:15]2[C:6](=[C:7]3[C:12](=[CH:13][C:14]=2[CH3:16])[CH:11]=[CH:10][CH:9]=[N:8]3)[N:5]=[C:4]([CH2:17][OH:18])[CH:3]=1.[CH3:19][S-:20].[Na+].O. The catalyst is CN(C=O)C.CO.C(Cl)Cl. The product is [CH3:16][C:14]1[CH:13]=[C:12]2[C:7]([N:8]=[CH:9][CH:10]=[CH:11]2)=[C:6]2[C:15]=1[C:2]([S:20][CH3:19])=[CH:3][C:4]([CH2:17][OH:18])=[N:5]2. The yield is 0.290. (3) The reactants are [Cl:1][C:2]1[CH:31]=[CH:30][CH:29]=[C:28]([C:32]([F:35])([F:34])[F:33])[C:3]=1[C:4]([N:6]1[C:14]2[C:9](=[C:10]([F:15])[CH:11]=[CH:12][CH:13]=2)[C:8]([C:16]2[CH2:21][CH2:20][CH:19]([C:22]([O:24]CC)=[O:23])[CH:18]([OH:27])[CH:17]=2)=[N:7]1)=[O:5].O[Li].O.CC(=O)OCC. The catalyst is C1COCC1.O. The product is [Cl:1][C:2]1[CH:31]=[CH:30][CH:29]=[C:28]([C:32]([F:33])([F:35])[F:34])[C:3]=1[C:4]([N:6]1[C:14]2[C:9](=[C:10]([F:15])[CH:11]=[CH:12][CH:13]=2)[C:8]([C:16]2[CH2:21][CH2:20][CH:19]([C:22]([OH:24])=[O:23])[CH:18]([OH:27])[CH:17]=2)=[N:7]1)=[O:5]. The yield is 0.710.